Binary Classification. Given a drug SMILES string, predict its activity (active/inactive) in a high-throughput screening assay against a specified biological target. From a dataset of Choline transporter screen with 302,306 compounds. (1) The drug is Brc1cc(S(=O)(=O)n2c(nc(c2)C)CC)c(OC)cc1. The result is 0 (inactive). (2) The drug is O(c1c(CNc2n(CCN3CCCCC3)c3c(n2)cccc3)ccc(OC)c1)C. The result is 0 (inactive). (3) The drug is Clc1cc(N2CC(=O)Nc3c4c(oc3C2=O)nc(cc4C)C)ccc1. The result is 0 (inactive).